Dataset: Forward reaction prediction with 1.9M reactions from USPTO patents (1976-2016). Task: Predict the product of the given reaction. (1) Given the reactants [NH2:1][C:2]1[CH:14]=[C:13]2[C:5]([C:6]3[C:11]([CH2:15][CH2:16][CH2:17][CH3:18])([CH2:12]2)[CH2:10][CH2:9][C:8](=[O:19])[CH:7]=3)=[CH:4][C:3]=1[F:20].BrC1C(=O)C(Br)=C(Br)C(C)([N+:29]([O-:31])=[O:30])C=1Br, predict the reaction product. The product is: [NH2:1][C:2]1[CH:14]=[C:13]2[C:5]([C:6]3[C:11]([CH2:15][CH2:16][CH2:17][CH3:18])([CH2:12]2)[CH2:10][CH2:9][C:8](=[O:19])[C:7]=3[N+:29]([O-:31])=[O:30])=[CH:4][C:3]=1[F:20]. (2) Given the reactants [OH:1][CH:2]([C:23]1[CH:28]=[CH:27][C:26]([O:29][CH3:30])=[CH:25][CH:24]=1)[CH2:3][CH2:4][N:5]1[CH2:10][CH2:9][CH:8]([C:11]2[CH:12]=[C:13]([NH:17][C:18](=[O:22])[CH:19]([CH3:21])[CH3:20])[CH:14]=[CH:15][CH:16]=2)[CH2:7][CH2:6]1.[C:31]1(O)[CH:36]=[CH:35][CH:34]=[CH:33][CH:32]=1, predict the reaction product. The product is: [CH3:30][O:29][C:26]1[CH:25]=[CH:24][C:23]([CH:2]([O:1][C:31]2[CH:36]=[CH:35][CH:34]=[CH:33][CH:32]=2)[CH2:3][CH2:4][N:5]2[CH2:10][CH2:9][CH:8]([C:11]3[CH:12]=[C:13]([NH:17][C:18](=[O:22])[CH:19]([CH3:21])[CH3:20])[CH:14]=[CH:15][CH:16]=3)[CH2:7][CH2:6]2)=[CH:28][CH:27]=1. (3) Given the reactants [CH3:1][C:2]([O:4][CH2:5][CH:6]([O:9][C:10]([CH3:12])=[O:11])[CH2:7][OH:8])=[O:3].[NH2:13][CH2:14][C:15]1[N:24]=[C:23]([N:25]([C:27]2[CH:32]=[CH:31][C:30]([O:33][CH3:34])=[CH:29][CH:28]=2)[CH3:26])[C:22]2[C:17](=[CH:18][CH:19]=[CH:20][CH:21]=2)[N:16]=1.C1C[O:38][CH2:37][CH2:36]1, predict the reaction product. The product is: [C:2]([O:4][CH2:5][CH:6]([O:9][C:10](=[O:11])[NH:13][CH2:14][C:15]1[N:24]=[C:23]([N:25]([C:27]2[CH:28]=[CH:29][C:30]([O:33][CH3:34])=[CH:31][CH:32]=2)[CH3:26])[C:22]2[C:17](=[CH:18][CH:19]=[CH:20][CH:21]=2)[N:16]=1)[CH2:7][O:8][C:37](=[O:38])[CH3:36])(=[O:3])[CH3:1].[C:2]([O:4][CH2:5][CH:6]([O:9][C:10](=[O:11])[CH3:12])[CH2:7][O:8][C:37](=[O:38])[NH:13][CH2:14][C:15]1[N:24]=[C:23]([N:25]([C:27]2[CH:28]=[CH:29][C:30]([O:33][CH3:34])=[CH:31][CH:32]=2)[CH3:26])[C:22]2[C:17](=[CH:18][CH:19]=[CH:20][CH:21]=2)[N:16]=1)(=[O:3])[CH3:1].